Predict the reactants needed to synthesize the given product. From a dataset of Full USPTO retrosynthesis dataset with 1.9M reactions from patents (1976-2016). (1) Given the product [C:29]([O:33][C:34](=[O:55])[NH:35][C:36]([C:38]1[S:39][C:40]([S:53][CH3:54])=[C:41]([S:43]([C:46]2[CH:47]=[C:48]([C:7]3[C:12]([CH3:13])=[CH:11][CH:10]=[CH:9][C:8]=3[CH2:14][OH:15])[CH:49]=[CH:50][CH:51]=2)(=[O:45])=[O:44])[CH:42]=1)=[NH:37])([CH3:32])([CH3:31])[CH3:30], predict the reactants needed to synthesize it. The reactants are: C([Li])CCC.I[C:7]1[C:12]([CH3:13])=[CH:11][CH:10]=[CH:9][C:8]=1[CH2:14][OH:15].B(OC)(OC)OC.C(=O)([O-])[O-].[Na+].[Na+].[C:29]([O:33][C:34](=[O:55])[NH:35][C:36]([C:38]1[S:39][C:40]([S:53][CH3:54])=[C:41]([S:43]([C:46]2[CH:51]=[CH:50][CH:49]=[C:48](Br)[CH:47]=2)(=[O:45])=[O:44])[CH:42]=1)=[NH:37])([CH3:32])([CH3:31])[CH3:30]. (2) Given the product [CH3:11][C:8]1[S:9][CH:10]=[C:6]([CH2:5][CH2:4][NH2:1])[N:7]=1, predict the reactants needed to synthesize it. The reactants are: [N:1]([CH2:4][CH2:5][C:6]1[N:7]=[C:8]([CH3:11])[S:9][CH:10]=1)=[N+]=[N-].[H][H]. (3) Given the product [OH:14][CH:11]([CH3:10])[CH2:12][CH2:13][O:29][P:28]([C:31]1[CH:36]=[CH:35][CH:34]=[CH:33][CH:32]=1)([CH2:27][CH2:26][CH2:25][CH2:37][CH2:17][CH2:18][CH2:2][CH2:3][CH2:4][CH2:5][CH2:6][CH3:1])=[O:30], predict the reactants needed to synthesize it. The reactants are: [C:1]1(P(=O)O)[CH:6]=[CH:5][CH:4]=[CH:3][CH:2]=1.[CH3:10][CH:11]([OH:14])[CH:12]=[CH2:13].CO.[CH2:17](B(CC)CC)[CH3:18].O[CH:25]([CH3:37])[CH2:26][CH2:27][P:28]([C:31]1[CH:36]=[CH:35][CH:34]=[CH:33][CH:32]=1)(=[O:30])[OH:29]. (4) Given the product [CH3:1][O:2][C:3](=[O:32])[CH2:4][O:5][C:6]1[CH:15]=[CH:14][C:13]([Cl:16])=[C:12]2[C:7]=1[C:8]([CH3:31])=[C:9]([CH2:18][C:19]1[CH:20]=[CH:21][C:22]([C:25](=[O:30])[C:26]([CH3:28])([CH3:27])[CH3:29])=[CH:23][CH:24]=1)[C:10]([O:17][CH:34]([F:36])[F:35])=[N:11]2, predict the reactants needed to synthesize it. The reactants are: [CH3:1][O:2][C:3](=[O:32])[CH2:4][O:5][C:6]1[CH:15]=[CH:14][C:13]([Cl:16])=[C:12]2[C:7]=1[C:8]([CH3:31])=[C:9]([CH2:18][C:19]1[CH:24]=[CH:23][C:22]([C:25](=[O:30])[C:26]([CH3:29])([CH3:28])[CH3:27])=[CH:21][CH:20]=1)[C:10](=[O:17])[NH:11]2.Cl[CH:34]([F:36])[F:35]. (5) Given the product [C:1]([CH2:8][CH2:9][CH2:10][N:11]([NH2:12])[C:28]1[CH:27]=[CH:26][C:23]([C:24]#[N:25])=[CH:22][C:21]=1[Cl:20])([O:3][C:4]([CH3:5])([CH3:6])[CH3:7])=[O:2], predict the reactants needed to synthesize it. The reactants are: [C:1]([CH2:8][CH2:9][CH2:10][NH:11][NH2:12])([O:3][C:4]([CH3:7])([CH3:6])[CH3:5])=[O:2].CN1CCOCC1.[Cl:20][C:21]1[CH:22]=[C:23]([CH:26]=[CH:27][C:28]=1F)[C:24]#[N:25]. (6) Given the product [Cl:1][C:2]1[CH:3]=[C:4]([CH2:9][N:10]2[CH2:11][CH2:12][CH:13]([CH2:16][NH:17][C:36](=[S:37])[NH:35][C:33]([O:32][CH2:31][CH:29]3[C:28]4[CH:27]=[CH:26][CH:25]=[CH:24][C:23]=4[C:22]4[C:30]3=[CH:18][CH:19]=[CH:20][CH:21]=4)=[O:34])[CH2:14][CH2:15]2)[CH:5]=[CH:6][C:7]=1[Cl:8], predict the reactants needed to synthesize it. The reactants are: [Cl:1][C:2]1[CH:3]=[C:4]([CH2:9][N:10]2[CH2:15][CH2:14][CH:13]([CH2:16][NH2:17])[CH2:12][CH2:11]2)[CH:5]=[CH:6][C:7]=1[Cl:8].[CH:18]1[C:30]2[CH:29]([CH2:31][O:32][C:33]([N:35]=[C:36]=[S:37])=[O:34])[C:28]3[C:23](=[CH:24][CH:25]=[CH:26][CH:27]=3)[C:22]=2[CH:21]=[CH:20][CH:19]=1. (7) Given the product [CH3:1][N:2]([CH3:3])[C:7](=[O:13])[C:8]([O:10][CH3:11])=[O:9], predict the reactants needed to synthesize it. The reactants are: [CH3:1][NH:2][CH3:3].C[O-].[Na+].[C:7]([O:13]C)(=O)[C:8]([O:10][CH3:11])=[O:9].P(=O)(O)(O)O.